Dataset: Forward reaction prediction with 1.9M reactions from USPTO patents (1976-2016). Task: Predict the product of the given reaction. (1) Given the reactants Cl.[CH:2]([NH2:4])=[NH:3].[O-]CC.[Na+].CN([CH:12]=[C:13]1[CH2:17][N:16](C(C2C=CC=CC=2)(C2C=CC=CC=2)C2C=CC=CC=2)[CH2:15][C:14]1=O)C, predict the reaction product. The product is: [N:3]1[C:14]2[CH2:15][NH:16][CH2:17][C:13]=2[CH:12]=[N:4][CH:2]=1. (2) Given the reactants Cl[C:2]1[C:11]2=[N:12][N:13](CC3C=CC(OC)=CC=3)[CH:14]=[C:10]2[C:9]2[CH:8]=[C:7]([O:24][CH3:25])[CH:6]=[CH:5][C:4]=2[N:3]=1.[O:26]1[CH2:31][CH2:30][N:29]([C:32]2[CH:38]=[CH:37][C:35]([NH2:36])=[CH:34][C:33]=2[N+:39]([O-:41])=[O:40])[CH2:28][CH2:27]1.Cl, predict the reaction product. The product is: [CH3:25][O:24][C:7]1[CH:6]=[CH:5][C:4]2[N:3]=[C:2]([NH:36][C:35]3[CH:37]=[CH:38][C:32]([N:29]4[CH2:28][CH2:27][O:26][CH2:31][CH2:30]4)=[C:33]([N+:39]([O-:41])=[O:40])[CH:34]=3)[C:11]3=[N:12][NH:13][CH:14]=[C:10]3[C:9]=2[CH:8]=1.